Dataset: Full USPTO retrosynthesis dataset with 1.9M reactions from patents (1976-2016). Task: Predict the reactants needed to synthesize the given product. Given the product [C:12]([O:11][C:9](=[O:10])[N:22]([CH2:21][CH2:20][O:19][C:18]1[CH:40]=[CH:41][C:42]([Cl:44])=[CH:43][C:17]=1[Br:16])[CH2:23][CH2:24][NH:25][S:26]([C:29]1[C:30]2[CH:31]=[CH:32][N:33]=[C:34]([OH:39])[C:35]=2[CH:36]=[CH:37][CH:38]=1)(=[O:28])=[O:27])([CH3:13])([CH3:14])[CH3:15], predict the reactants needed to synthesize it. The reactants are: [C:9](O[C:9]([O:11][C:12]([CH3:15])([CH3:14])[CH3:13])=[O:10])([O:11][C:12]([CH3:15])([CH3:14])[CH3:13])=[O:10].[Br:16][C:17]1[CH:43]=[C:42]([Cl:44])[CH:41]=[CH:40][C:18]=1[O:19][CH2:20][CH2:21][NH:22][CH2:23][CH2:24][NH:25][S:26]([C:29]1[C:30]2[CH:31]=[CH:32][N:33]=[C:34]([OH:39])[C:35]=2[CH:36]=[CH:37][CH:38]=1)(=[O:28])=[O:27].CO.